This data is from Forward reaction prediction with 1.9M reactions from USPTO patents (1976-2016). The task is: Predict the product of the given reaction. (1) Given the reactants C(N(CC)CC)C.Cl[C:9]([O:11][CH3:12])=[O:10].Cl.[CH3:14][N:15]([CH3:33])[C@H:16]1[CH2:21][CH2:20][C@H:19]([O:22][C:23]2[C:24]([CH3:32])=[C:25]3[C:29](=[CH:30][CH:31]=2)[NH:28][N:27]=[CH:26]3)[CH2:18][CH2:17]1.[Cl-].[Na+], predict the reaction product. The product is: [CH3:14][N:15]([CH3:33])[C@H:16]1[CH2:17][CH2:18][C@H:19]([O:22][C:23]2[C:24]([CH3:32])=[C:25]3[C:29](=[CH:30][CH:31]=2)[N:28]([C:9]([O:11][CH3:12])=[O:10])[N:27]=[CH:26]3)[CH2:20][CH2:21]1. (2) The product is: [F:38][C:32]1[C:33]([F:37])=[CH:34][CH:35]=[CH:36][C:31]=1[C:29]1[N:30]=[C:25]2[CH:24]=[N:23][N:22]([CH2:21][C:18]3[N:19]=[N:20][C:15]([C:6]4[CH:7]=[CH:8][C:3]([C:2]([F:13])([F:12])[F:1])=[CH:4][CH:5]=4)=[CH:16][CH:17]=3)[CH:27]=[C:26]2[N:28]=1. Given the reactants [F:1][C:2]([F:13])([F:12])[C:3]1[CH:8]=[CH:7][C:6](B(O)O)=[CH:5][CH:4]=1.Cl[C:15]1[N:20]=[N:19][C:18]([CH2:21][N:22]2[CH:27]=[C:26]3[N:28]=[C:29]([C:31]4[CH:36]=[CH:35][CH:34]=[C:33]([F:37])[C:32]=4[F:38])[N:30]=[C:25]3[CH:24]=[N:23]2)=[CH:17][CH:16]=1, predict the reaction product.